From a dataset of Full USPTO retrosynthesis dataset with 1.9M reactions from patents (1976-2016). Predict the reactants needed to synthesize the given product. (1) The reactants are: [CH:1]([C:4]1[CH:10]=[CH:9][CH:8]=[C:7]([CH:11]([CH3:13])[CH3:12])[C:5]=1[NH2:6])([CH3:3])[CH3:2].C(N(CC)CC)C.[Br:21][CH2:22][CH2:23][CH2:24][C:25](Br)=[O:26]. Given the product [Br:21][CH2:22][CH2:23][CH2:24][C:25]([NH:6][C:5]1[C:4]([CH:1]([CH3:3])[CH3:2])=[CH:10][CH:9]=[CH:8][C:7]=1[CH:11]([CH3:13])[CH3:12])=[O:26], predict the reactants needed to synthesize it. (2) Given the product [Cl:3][CH2:23][C:14]1[C:13]([CH2:25][CH3:26])=[N:12][C:11]2[N:7]([CH2:5][CH3:6])[N:8]=[CH:9][C:10]=2[C:15]=1[NH:16][CH:17]1[CH2:22][CH2:21][O:20][CH2:19][CH2:18]1, predict the reactants needed to synthesize it. The reactants are: S(Cl)([Cl:3])=O.[CH2:5]([N:7]1[C:11]2=[N:12][C:13]([CH2:25][CH3:26])=[C:14]([CH2:23]O)[C:15]([NH:16][CH:17]3[CH2:22][CH2:21][O:20][CH2:19][CH2:18]3)=[C:10]2[CH:9]=[N:8]1)[CH3:6]. (3) Given the product [Cl:31][C:25]1[CH:26]=[CH:27][CH:28]=[C:29]([Cl:30])[C:24]=1[NH:23][C:16]1[CH:15]=[CH:14][CH:13]=[CH:18][C:17]=1[CH2:19][C:20]([O:22][CH2:42][CH2:41][N:32]1[C:36]2[CH:37]=[CH:38][CH:39]=[CH:40][C:35]=2[N:34]=[CH:33]1)=[O:21], predict the reactants needed to synthesize it. The reactants are: Cl.C(N=C=NCCCN(C)C)C.[CH:13]1[CH:14]=[CH:15][C:16]([NH:23][C:24]2[C:25]([Cl:31])=[CH:26][CH:27]=[CH:28][C:29]=2[Cl:30])=[C:17]([CH2:19][C:20]([OH:22])=[O:21])[CH:18]=1.[N:32]1([CH2:41][CH2:42]O)[C:36]2[CH:37]=[CH:38][CH:39]=[CH:40][C:35]=2[N:34]=[CH:33]1. (4) Given the product [OH:38][C@H:28]([CH2:29][O:30][C:31]1[CH:36]=[CH:35][C:34]([OH:37])=[CH:33][CH:32]=1)[CH2:27][NH:26][CH:2]1[CH2:7][CH2:6][N:5]([C:8]2[CH:13]=[CH:12][C:11]([NH:14][S:15]([CH2:18][CH2:19][CH2:20][CH2:21][CH2:22][CH2:23][CH2:24][CH3:25])(=[O:17])=[O:16])=[CH:10][CH:9]=2)[CH2:4][CH2:3]1, predict the reactants needed to synthesize it. The reactants are: O=[C:2]1[CH2:7][CH2:6][N:5]([C:8]2[CH:13]=[CH:12][C:11]([NH:14][S:15]([CH2:18][CH2:19][CH2:20][CH2:21][CH2:22][CH2:23][CH2:24][CH3:25])(=[O:17])=[O:16])=[CH:10][CH:9]=2)[CH2:4][CH2:3]1.[NH2:26][CH2:27][C@H:28]([OH:38])[CH2:29][O:30][C:31]1[CH:36]=[CH:35][C:34]([OH:37])=[CH:33][CH:32]=1. (5) Given the product [Br:1][C:2]1[CH:3]=[C:4]2[C:8](=[C:9]([C:11]([NH2:13])=[O:12])[CH:10]=1)[NH:7][CH:6]=[C:5]2[CH:14]1[CH2:19][CH2:18][N:17]([S:30]([CH:29]=[CH2:28])(=[O:32])=[O:31])[CH2:16][CH2:15]1, predict the reactants needed to synthesize it. The reactants are: [Br:1][C:2]1[CH:3]=[C:4]2[C:8](=[C:9]([C:11]([NH2:13])=[O:12])[CH:10]=1)[NH:7][CH:6]=[C:5]2[CH:14]1[CH2:19][CH2:18][NH:17][CH2:16][CH2:15]1.C(N(CC)CC)C.Cl[CH2:28][CH2:29][S:30](Cl)(=[O:32])=[O:31]. (6) Given the product [CH:28]1([C:31]2[CH:32]=[C:33]([CH2:46][N:17]3[CH2:18][C:15]4([CH2:26][C:12]([N:9]5[CH2:10][CH2:11][C:6]([CH3:27])([C:4]([O:3][CH2:1][CH3:2])=[O:5])[CH2:7][CH2:8]5)=[N:13][O:14]4)[CH2:16]3)[C:34]([O:43][CH2:44][CH3:45])=[C:35]([C:37]3[CH:42]=[CH:41][CH:40]=[CH:39][CH:38]=3)[CH:36]=2)[CH2:30][CH2:29]1, predict the reactants needed to synthesize it. The reactants are: [CH2:1]([O:3][C:4]([C:6]1([CH3:27])[CH2:11][CH2:10][N:9]([C:12]2[CH2:26][C:15]3([CH2:18][N:17](C(OC(C)(C)C)=O)[CH2:16]3)[O:14][N:13]=2)[CH2:8][CH2:7]1)=[O:5])[CH3:2].[CH:28]1([C:31]2[CH:32]=[C:33]([CH:46]=O)[C:34]([O:43][CH2:44][CH3:45])=[C:35]([C:37]3[CH:42]=[CH:41][CH:40]=[CH:39][CH:38]=3)[CH:36]=2)[CH2:30][CH2:29]1.